Dataset: Catalyst prediction with 721,799 reactions and 888 catalyst types from USPTO. Task: Predict which catalyst facilitates the given reaction. (1) The catalyst class is: 39. Reactant: [CH:1]1[C:6]([NH2:7])=[CH:5][CH:4]=[C:3]([NH2:8])[CH:2]=1.C(N(CC)CC)C.[C:16](=O)([O:22]C(C)(C)C)[O:17][C:18]([CH3:21])([CH3:20])[CH3:19]. Product: [NH2:7][C:6]1[CH:5]=[CH:4][C:3]([NH:8][C:16](=[O:22])[O:17][C:18]([CH3:21])([CH3:20])[CH3:19])=[CH:2][CH:1]=1. (2) Reactant: [CH2:1]([O:3][C:4]([N:6]1[CH:11]2[CH2:12][CH2:13][CH:7]1[CH2:8][CH:9](OS(C)(=O)=O)[CH2:10]2)=[O:5])[CH3:2].[N-:19]=[N+:20]=[N-:21].[Na+]. Product: [CH2:1]([O:3][C:4]([N:6]1[CH:11]2[CH2:12][CH2:13][CH:7]1[CH2:8][CH:9]([N:19]=[N+:20]=[N-:21])[CH2:10]2)=[O:5])[CH3:2]. The catalyst class is: 39. (3) Reactant: [Cl:1][C:2]1[C:3]([O:29][C:30]2[CH:35]=[CH:34][C:33]([C:36]3[CH:41]=[CH:40][C:39]([C:42]([F:45])([F:44])[F:43])=[CH:38][CH:37]=3)=[CH:32][C:31]=2[C:46]2[CH:51]=[CH:50][N:49]=[N:48][CH:47]=2)=[CH:4][C:5]([F:28])=[C:6]([S:8]([N:11](CC2C=CC(OC)=CC=2OC)[C:12]2[S:13][CH:14]=[N:15][N:16]=2)(=[O:10])=[O:9])[CH:7]=1. Product: [Cl:1][C:2]1[C:3]([O:29][C:30]2[CH:35]=[CH:34][C:33]([C:36]3[CH:41]=[CH:40][C:39]([C:42]([F:43])([F:44])[F:45])=[CH:38][CH:37]=3)=[CH:32][C:31]=2[C:46]2[CH:51]=[CH:50][N:49]=[N:48][CH:47]=2)=[CH:4][C:5]([F:28])=[C:6]([S:8]([NH:11][C:12]2[S:13][CH:14]=[N:15][N:16]=2)(=[O:10])=[O:9])[CH:7]=1. The catalyst class is: 89. (4) Reactant: [CH3:1][C:2]1[N:3]([CH3:16])[N:4]=[C:5]2[C:14]=1[C:13]1[CH:12]=[CH:11][CH:10]=[CH:9][C:8]=1[N:7]=[C:6]2[NH2:15].[OH-].[Na+]. Product: [CH3:1][C:2]1[N:3]([CH3:16])[N:4]=[C:5]2[C:14]=1[C:13]1[CH2:12][CH2:11][CH2:10][CH2:9][C:8]=1[N:7]=[C:6]2[NH2:15]. The catalyst class is: 33.